This data is from Catalyst prediction with 721,799 reactions and 888 catalyst types from USPTO. The task is: Predict which catalyst facilitates the given reaction. (1) Reactant: Cl.[CH3:2][NH:3][CH2:4][C:5]1[CH:13]=[CH:12][CH:11]=[C:10]2[C:6]=1[CH2:7][N:8]([CH:15]1[CH2:20][CH2:19][C:18](=[O:21])[NH:17][C:16]1=[O:22])[C:9]2=[O:14].[CH3:23][O:24][C:25]1[CH:30]=[CH:29][C:28]([N:31]=[C:32]=[O:33])=[CH:27][CH:26]=1.C(N(C(C)C)CC)(C)C. The catalyst class is: 2. Product: [O:22]=[C:16]1[CH:15]([N:8]2[CH2:7][C:6]3[C:10](=[CH:11][CH:12]=[CH:13][C:5]=3[CH2:4][N:3]([CH3:2])[C:32]([NH:31][C:28]3[CH:27]=[CH:26][C:25]([O:24][CH3:23])=[CH:30][CH:29]=3)=[O:33])[C:9]2=[O:14])[CH2:20][CH2:19][C:18](=[O:21])[NH:17]1. (2) Reactant: [NH:1]1[C:8](=[O:9])[CH2:7][C:5](=[O:6])[NH:4][C:2]1=[O:3].[CH:10]([C:12]1[C:20]2[C:15](=[CH:16][CH:17]=[CH:18][CH:19]=2)[N:14]([CH2:21][C:22]2[CH:31]=[CH:30][C:25]([C:26]([O:28][CH3:29])=[O:27])=[CH:24][CH:23]=2)[CH:13]=1)=O. Product: [CH3:29][O:28][C:26](=[O:27])[C:25]1[CH:24]=[CH:23][C:22]([CH2:21][N:14]2[C:15]3[C:20](=[CH:19][CH:18]=[CH:17][CH:16]=3)[C:12]([CH:10]=[C:7]3[C:5](=[O:6])[NH:4][C:2](=[O:3])[NH:1][C:8]3=[O:9])=[CH:13]2)=[CH:31][CH:30]=1. The catalyst class is: 5.